Dataset: Full USPTO retrosynthesis dataset with 1.9M reactions from patents (1976-2016). Task: Predict the reactants needed to synthesize the given product. (1) Given the product [CH:32]1([NH:35][C:36]([C:38]2[C:46]3[CH:45]=[C:44]([C:47]4[C:52]([CH3:53])=[CH:51][N:50]=[C:49]([NH:21][CH2:22][CH2:23][CH2:24][N:25]5[CH2:30][CH2:29][NH:28][CH2:27][C@@H:26]5[CH3:31])[N:48]=4)[S:43][C:42]=3[CH:41]=[CH:40][CH:39]=2)=[O:37])[CH2:34][CH2:33]1, predict the reactants needed to synthesize it. The reactants are: CNC(C1C2C=C(C3C(Cl)=CN=C([NH:21][CH2:22][CH2:23][CH2:24][N:25]4[CH2:30][CH2:29][NH:28][CH2:27][C@H:26]4[CH3:31])N=3)SC=2C=CC=1)=O.[CH:32]1([NH:35][C:36]([C:38]2[C:46]3[CH:45]=[C:44]([C:47]4[C:52]([CH3:53])=[CH:51][N:50]=[C:49](Cl)[N:48]=4)[S:43][C:42]=3[CH:41]=[CH:40][CH:39]=2)=[O:37])[CH2:34][CH2:33]1.C(OC(N1CCN(CCCN)[C@@H](C)C1)=O)(C)(C)C. (2) Given the product [C@@H:9]12[CH2:18][C@@H:12]([CH2:11][CH2:10]1)[C@@H:13]([C:14]([O:16][CH3:17])=[O:15])[N:8]2[C:27]([O:29][C:30]([CH3:31])([CH3:32])[CH3:33])=[O:28], predict the reactants needed to synthesize it. The reactants are: C([N:8]1[C@H:13]([C:14]([O:16][CH3:17])=[O:15])[C@H:12]2[CH2:18][C@@H:9]1[CH2:10][CH2:11]2)C1C=CC=CC=1.[CH3:31][C:30]([O:29][C:27](O[C:27]([O:29][C:30]([CH3:33])([CH3:32])[CH3:31])=[O:28])=[O:28])([CH3:33])[CH3:32]. (3) Given the product [C:1](=[N:14][CH:15]([CH2:34][C:31]1[CH:32]=[CH:33][C:28]([Br:27])=[CH:29][C:30]=1[Cl:36])[C:16]([N:18]1[CH2:19][C:20]2[C:25](=[CH:24][CH:23]=[CH:22][CH:21]=2)[CH2:26]1)=[O:17])([C:2]1[CH:3]=[CH:4][CH:5]=[CH:6][CH:7]=1)[C:8]1[CH:13]=[CH:12][CH:11]=[CH:10][CH:9]=1, predict the reactants needed to synthesize it. The reactants are: [C:1](=[N:14][CH2:15][C:16]([N:18]1[CH2:26][C:25]2[C:20](=[CH:21][CH:22]=[CH:23][CH:24]=2)[CH2:19]1)=[O:17])([C:8]1[CH:13]=[CH:12][CH:11]=[CH:10][CH:9]=1)[C:2]1[CH:7]=[CH:6][CH:5]=[CH:4][CH:3]=1.[Br:27][C:28]1[CH:33]=[CH:32][C:31]([CH2:34]Br)=[C:30]([Cl:36])[CH:29]=1.[OH-].[K+]. (4) Given the product [O:25]1[CH2:26][CH2:27][NH:28][C:23]2[CH:22]=[CH:21][C:20]([O:19][C:13]3[C:12]4[C:17](=[CH:18][C:9]([OH:8])=[C:10]([O:30][CH3:31])[CH:11]=4)[N:16]=[CH:15][CH:14]=3)=[CH:29][C:24]1=2, predict the reactants needed to synthesize it. The reactants are: C([O:8][C:9]1[CH:18]=[C:17]2[C:12]([C:13]([O:19][C:20]3[CH:21]=[CH:22][C:23]4[NH:28][CH2:27][CH2:26][O:25][C:24]=4[CH:29]=3)=[CH:14][CH:15]=[N:16]2)=[CH:11][C:10]=1[O:30][CH3:31])C1C=CC=CC=1.